From a dataset of Full USPTO retrosynthesis dataset with 1.9M reactions from patents (1976-2016). Predict the reactants needed to synthesize the given product. (1) Given the product [C:16]1([C@H:22]([O:24][C:30](=[O:39])[NH:27][C:12]2[N:8]([C:5]3[CH:4]=[CH:3][C:2]([Br:1])=[CH:7][CH:6]=3)[N:9]=[N:10][CH:11]=2)[CH3:23])[CH:21]=[CH:20][CH:19]=[CH:18][CH:17]=1, predict the reactants needed to synthesize it. The reactants are: [Br:1][C:2]1[CH:7]=[CH:6][C:5]([N:8]2[C:12](C(O)=O)=[CH:11][N:10]=[N:9]2)=[CH:4][CH:3]=1.[C:16]1([C@H:22]([OH:24])[CH3:23])[CH:21]=[CH:20][CH:19]=[CH:18][CH:17]=1.C([N:27]([CH2:30]C)CC)C.C1(P(N=[N+]=[N-])(C2C=CC=CC=2)=[O:39])C=CC=CC=1. (2) Given the product [F:1][C:2]1[CH:3]=[CH:4][C:5]([CH2:6][NH:7][C:8](=[O:25])[C:9]2[CH:14]=[CH:13][CH:12]=[C:11]([C:15]([NH:17][CH3:18])=[O:16])[C:10]=2[O:23][CH3:24])=[CH:26][CH:27]=1, predict the reactants needed to synthesize it. The reactants are: [F:1][C:2]1[CH:27]=[CH:26][C:5]([CH2:6][NH:7][C:8](=[O:25])[C:9]2[CH:14]=[CH:13][CH:12]=[C:11]([C:15]([N:17]3CCS[C:18]3=S)=[O:16])[C:10]=2[O:23][CH3:24])=[CH:4][CH:3]=1.CN. (3) Given the product [F:11][C:9]([F:10])([F:12])[C:7]1[CH:6]=[C:5]([C:13]2[N:17]=[CH:16][N:15](/[CH:18]=[CH:19]\[C:20]([N:41]3[CH2:42][CH2:43][CH2:44][C:39]([F:45])([F:38])[CH2:40]3)=[O:21])[N:14]=2)[CH:4]=[C:3]([C:2]([F:1])([F:23])[F:24])[CH:8]=1, predict the reactants needed to synthesize it. The reactants are: [F:1][C:2]([F:24])([F:23])[C:3]1[CH:4]=[C:5]([C:13]2[N:17]=[CH:16][N:15](/[CH:18]=[CH:19]\[C:20](O)=[O:21])[N:14]=2)[CH:6]=[C:7]([C:9]([F:12])([F:11])[F:10])[CH:8]=1.CCN=C=NCCCN(C)C.Cl.Cl.[F:38][C:39]1([F:45])[CH2:44][CH2:43][CH2:42][NH:41][CH2:40]1.CCN(C(C)C)C(C)C.C1C=CC2N(O)N=NC=2C=1. (4) The reactants are: Cl[C:2]1[N:7]=[C:6]([N:8]2[CH2:13][CH2:12][C:11]([NH:17][CH2:18][CH3:19])([C:14]([NH2:16])=[O:15])[CH2:10][CH2:9]2)[CH:5]=[N:4][C:3]=1[C:20]1[CH:25]=[CH:24][C:23]([Cl:26])=[CH:22][CH:21]=1.[Cl:27][C:28]1[CH:29]=[N:30][CH:31]=[CH:32][C:33]=1B(O)O.C([O-])([O-])=O.[Na+].[Na+].O. Given the product [Cl:26][C:23]1[CH:24]=[CH:25][C:20]([C:3]2[N:4]=[CH:5][C:6]([N:8]3[CH2:13][CH2:12][C:11]([NH:17][CH2:18][CH3:19])([C:14]([NH2:16])=[O:15])[CH2:10][CH2:9]3)=[N:7][C:2]=2[C:33]2[CH:32]=[CH:31][N:30]=[CH:29][C:28]=2[Cl:27])=[CH:21][CH:22]=1, predict the reactants needed to synthesize it. (5) Given the product [CH:1]([C:4]1[C:12]2[C:7](=[CH:8][CH:9]=[C:10]([O:13][C:14]3[C:26]([C:27]([F:28])([F:29])[F:30])=[CH:25][C:17]([CH:18]=[CH:19][C:20]([OH:22])=[O:21])=[CH:16][C:15]=3[C:31]([F:34])([F:32])[F:33])[CH:11]=2)[NH:6][CH:5]=1)([CH3:3])[CH3:2], predict the reactants needed to synthesize it. The reactants are: [CH:1]([C:4]1[C:12]2[C:7](=[CH:8][CH:9]=[C:10]([O:13][C:14]3[C:26]([C:27]([F:30])([F:29])[F:28])=[CH:25][C:17]([CH:18]=[CH:19][C:20]([O:22]CC)=[O:21])=[CH:16][C:15]=3[C:31]([F:34])([F:33])[F:32])[CH:11]=2)[NH:6][CH:5]=1)([CH3:3])[CH3:2].[OH-].[Na+].Cl.C(OCC)(=O)C. (6) Given the product [Cl:11][C:12]1[CH:13]=[C:14]([CH:28]=[C:29]([CH:31]=[O:32])[CH:30]=1)[CH2:15][O:16][C:17]1[CH:22]=[CH:21][CH:20]=[CH:19][C:18]=1[CH2:23][C:24]([O:26][CH3:27])=[O:25], predict the reactants needed to synthesize it. The reactants are: CS(C)=O.C(Cl)(=O)C(Cl)=O.[Cl:11][C:12]1[CH:13]=[C:14]([CH:28]=[C:29]([CH2:31][OH:32])[CH:30]=1)[CH2:15][O:16][C:17]1[CH:22]=[CH:21][CH:20]=[CH:19][C:18]=1[CH2:23][C:24]([O:26][CH3:27])=[O:25]. (7) Given the product [CH3:10][O:11][C:12]1[N:14]=[C:3]([OH:5])[CH:2]=[C:6]([OH:8])[N:13]=1, predict the reactants needed to synthesize it. The reactants are: C[C:2](C)([C:6]([O-:8])=O)[C:3]([O-:5])=O.[CH3:10][O:11][C:12]([NH2:14])=[NH:13].Cl.C[O-].[Na+]. (8) Given the product [Cl:22][C:23]1[CH:24]=[C:25]2[C:29](=[CH:30][CH:31]=1)[N:28]([CH3:32])[C:27]([C:33]1[CH:38]=[CH:37][C:36]([Cl:39])=[CH:35][CH:34]=1)=[C:26]2[CH2:40][CH2:41][C:42]([N:49]1[CH2:50][CH2:51][C:46]([F:45])([CH2:52][C:53]2[CH:58]=[CH:57][CH:56]=[CH:55][CH:54]=2)[CH2:47][CH2:48]1)=[O:43], predict the reactants needed to synthesize it. The reactants are: CC1C=C2C(=CC=1)NC(C1C=CC=CC=1)=C2CCC(O)=O.[Cl:22][C:23]1[CH:24]=[C:25]2[C:29](=[CH:30][CH:31]=1)[N:28]([CH3:32])[C:27]([C:33]1[CH:38]=[CH:37][C:36]([Cl:39])=[CH:35][CH:34]=1)=[C:26]2[CH2:40][CH2:41][C:42](O)=[O:43].[F:45][C:46]1([CH2:52][C:53]2[CH:58]=[CH:57][CH:56]=[CH:55][CH:54]=2)[CH2:51][CH2:50][NH:49][CH2:48][CH2:47]1.